From a dataset of Full USPTO retrosynthesis dataset with 1.9M reactions from patents (1976-2016). Predict the reactants needed to synthesize the given product. (1) Given the product [CH2:26]([O:25][P:23]([O:30][CH2:31][CH3:32])([O:22][CH2:19][CH3:18])=[O:24])[CH3:27], predict the reactants needed to synthesize it. The reactants are: BrBr.BrC1C(Br)=C(Br)C(Br)=C2C(=O)OC(=O)C=12.[CH3:18][CH:19]([O:22][P:23]([O:30][CH:31](CCl)[CH3:32])([O:25][CH:26](CCl)[CH3:27])=[O:24])CCl. (2) Given the product [CH:29]([N:25]1[C:24]([C:18]2[S:19][C:20]3[CH2:21][CH2:22][O:23][C:14]4[CH:13]=[C:12]([CH:10]5[CH2:11][N:8]([CH2:44][C:45]([CH3:47])([OH:43])[CH3:46])[CH2:9]5)[CH:33]=[CH:32][C:15]=4[C:16]=3[N:17]=2)=[N:28][CH:27]=[N:26]1)([CH3:31])[CH3:30], predict the reactants needed to synthesize it. The reactants are: OC(C(F)(F)F)=O.[NH:8]1[CH2:11][CH:10]([C:12]2[CH:33]=[CH:32][C:15]3[C:16]4[N:17]=[C:18]([C:24]5[N:25]([CH:29]([CH3:31])[CH3:30])[N:26]=[CH:27][N:28]=5)[S:19][C:20]=4[CH2:21][CH2:22][O:23][C:14]=3[CH:13]=2)[CH2:9]1.C(N(C(C)C)CC)(C)C.[O:43]1[C:45]([CH3:47])([CH3:46])[CH2:44]1. (3) Given the product [NH2:1][CH2:2][C:3]1[CH:4]=[CH:5][C:6]([O:9][C:10]2[CH:11]=[C:12]([CH3:26])[C:13]3[CH:17]([CH2:18][C:19]([OH:21])=[O:20])[O:16][B:15]([OH:24])[C:14]=3[CH:25]=2)=[N:7][CH:8]=1, predict the reactants needed to synthesize it. The reactants are: [NH2:1][CH2:2][C:3]1[CH:4]=[CH:5][C:6]([O:9][C:10]2[CH:11]=[C:12]([CH3:26])[C:13]3[CH:17]([CH2:18][C:19]([O:21]CC)=[O:20])[O:16][B:15]([OH:24])[C:14]=3[CH:25]=2)=[N:7][CH:8]=1.[OH-].[Na+]. (4) Given the product [OH:1][CH2:2][CH2:3][N:4]([CH3:33])[C:5]([C:7]1[CH:15]=[C:14]2[C:10]([C:11]3([CH2:32][CH2:31]3)[CH2:12][N:13]2[C:16]2[N:21]=[CH:20][C:19]([C:41]3[CH:46]=[C:45]([O:47][CH3:48])[CH:44]=[CH:43][N:42]=3)=[CH:18][N:17]=2)=[CH:9][CH:8]=1)=[O:6], predict the reactants needed to synthesize it. The reactants are: [OH:1][CH2:2][CH2:3][N:4]([CH3:33])[C:5]([C:7]1[CH:15]=[C:14]2[C:10]([C:11]3([CH2:32][CH2:31]3)[CH2:12][N:13]2[C:16]2[N:21]=[CH:20][C:19](B3OC(C)(C)C(C)(C)O3)=[CH:18][N:17]=2)=[CH:9][CH:8]=1)=[O:6].C([O-])([O-])=O.[K+].[K+].Br[C:41]1[CH:46]=[C:45]([O:47][CH3:48])[CH:44]=[CH:43][N:42]=1.